From a dataset of CYP3A4 inhibition data for predicting drug metabolism from PubChem BioAssay. Regression/Classification. Given a drug SMILES string, predict its absorption, distribution, metabolism, or excretion properties. Task type varies by dataset: regression for continuous measurements (e.g., permeability, clearance, half-life) or binary classification for categorical outcomes (e.g., BBB penetration, CYP inhibition). Dataset: cyp3a4_veith. (1) The result is 0 (non-inhibitor). The compound is O=C(/C=C/c1ccc(Cl)cc1)Nc1ccc(N2CCCCC2)cc1. (2) The drug is Cc1c2ccncc2c(C)c2c1[nH]c1ccccc12. The result is 1 (inhibitor).